Dataset: Full USPTO retrosynthesis dataset with 1.9M reactions from patents (1976-2016). Task: Predict the reactants needed to synthesize the given product. (1) The reactants are: [NH2:1][CH2:2][C:3]1[CH:4]=[CH:5][C:6]([Cl:19])=[C:7]([O:9][C:10]2[CH:11]=[C:12]([CH:15]=[C:16]([Cl:18])[CH:17]=2)[C:13]#[N:14])[CH:8]=1.[CH3:20][O:21][C:22]1[CH:23]=[C:24]2[C:28](=[CH:29][CH:30]=1)[NH:27][C:26]([C:31](O)=[O:32])=[CH:25]2.CN(C(ON1N=NC2C=CC=NC1=2)=[N+](C)C)C.F[P-](F)(F)(F)(F)F.CCN(C(C)C)C(C)C. Given the product [Cl:19][C:6]1[CH:5]=[CH:4][C:3]([CH2:2][NH:1][C:31]([C:26]2[NH:27][C:28]3[C:24]([CH:25]=2)=[CH:23][C:22]([O:21][CH3:20])=[CH:30][CH:29]=3)=[O:32])=[CH:8][C:7]=1[O:9][C:10]1[CH:11]=[C:12]([C:13]#[N:14])[CH:15]=[C:16]([Cl:18])[CH:17]=1, predict the reactants needed to synthesize it. (2) Given the product [CH3:1][C:2]([N:10]1[CH:14]=[C:13]([NH:15][C:16](=[O:22])[CH:17]([NH:21][CH:29]2[CH2:28][CH2:27][C:26]3[C:31](=[C:32]([F:34])[CH:33]=[C:24]([F:23])[CH:25]=3)[C:30]2([CH3:36])[CH3:35])[CH2:18][CH2:19][CH3:20])[N:12]=[CH:11]1)([CH3:9])[CH2:3][N:4]1[CH2:8][CH2:7][CH2:6][CH2:5]1, predict the reactants needed to synthesize it. The reactants are: [CH3:1][C:2]([N:10]1[CH:14]=[C:13]([NH:15][C:16](=[O:22])[CH:17]([NH2:21])[CH2:18][CH2:19][CH3:20])[N:12]=[CH:11]1)([CH3:9])[CH2:3][N:4]1[CH2:8][CH2:7][CH2:6][CH2:5]1.[F:23][C:24]1[CH:25]=[C:26]2[C:31](=[C:32]([F:34])[CH:33]=1)[C:30]([CH3:36])([CH3:35])[C:29](=O)[CH2:28][CH2:27]2.